Dataset: Forward reaction prediction with 1.9M reactions from USPTO patents (1976-2016). Task: Predict the product of the given reaction. (1) Given the reactants N[C:2]1[CH:7]=[C:6]([CH3:8])[C:5]([Br:9])=[C:4]([CH3:10])[N:3]=1.N([O-])=O.[Na+].[F:15][B-](F)(F)F.[H+], predict the reaction product. The product is: [Br:9][C:5]1[C:4]([CH3:10])=[N:3][C:2]([F:15])=[CH:7][C:6]=1[CH3:8]. (2) Given the reactants [CH2:1]([O:4][C:5]1[C:13]([O:14][CH3:15])=[CH:12][C:8]([C:9](O)=[O:10])=[CH:7][C:6]=1[O:16][CH3:17])[C:2]#[CH:3].S(Cl)([Cl:20])=O, predict the reaction product. The product is: [CH2:1]([O:4][C:5]1[C:13]([O:14][CH3:15])=[CH:12][C:8]([C:9]([Cl:20])=[O:10])=[CH:7][C:6]=1[O:16][CH3:17])[C:2]#[CH:3]. (3) Given the reactants [NH2:1][C:2]1[CH:3]=[C:4]([C:8]2[N:13]=[C:12]([NH2:14])[N:11]=[C:10]([NH:15][CH3:16])[CH:9]=2)[CH:5]=[CH:6][CH:7]=1.C(N(CC)CC)C.[C:24](Cl)(=[O:27])[CH:25]=[CH2:26], predict the reaction product. The product is: [NH2:14][C:12]1[N:13]=[C:8]([C:4]2[CH:3]=[C:2]([NH:1][C:24](=[O:27])[CH:25]=[CH2:26])[CH:7]=[CH:6][CH:5]=2)[CH:9]=[C:10]([NH:15][CH3:16])[N:11]=1. (4) Given the reactants [CH:1]1([CH2:7][CH2:8][CH2:9][C@@H:10]([C:15]2[O:19][N:18]=[C:17]([C:20]([O:22]CC)=O)[N:16]=2)[CH2:11][C:12]([OH:14])=O)[CH2:6][CH2:5][CH2:4][CH2:3][CH2:2]1.C(N(CC)CC)C.Cl.C([O:37][C:38](=[O:41])[CH2:39][NH2:40])(C)(C)C.CN1CCOCC1.ClC(OCC(C)C)=O.C[Si](C)(C)[O:59][NH2:60], predict the reaction product. The product is: [CH:1]1([CH2:7][CH2:8][CH2:9][C@@H:10]([C:15]2[O:19][N:18]=[C:17]([C:20]([NH:40][CH2:39][C:38]([OH:37])=[O:41])=[O:22])[N:16]=2)[CH2:11][C:12]([NH:60][OH:59])=[O:14])[CH2:2][CH2:3][CH2:4][CH2:5][CH2:6]1. (5) Given the reactants [Cl:1][C:2]1[CH:7]=[CH:6][N:5]=[C:4]([N:8]2[C:15]3[C@H:14]4[CH2:16][C@H:13]4[CH2:12][C:11]=3[C:10]([C:17](O)=[O:18])=[N:9]2)[CH:3]=1.Cl.[NH2:21][C:22]([CH2:29][F:30])([CH2:27][F:28])[C:23](OC)=[O:24].C(N(CC)CC)C.CN(C(ON1N=NC2C=CC=NC1=2)=[N+](C)C)C.F[P-](F)(F)(F)(F)F, predict the reaction product. The product is: [F:28][CH2:27][C:22]([NH:21][C:17]([C:10]1[C:11]2[CH2:12][C@@H:13]3[CH2:16][C@@H:14]3[C:15]=2[N:8]([C:4]2[CH:3]=[C:2]([Cl:1])[CH:7]=[CH:6][N:5]=2)[N:9]=1)=[O:18])([CH2:29][F:30])[CH2:23][OH:24].